Dataset: Forward reaction prediction with 1.9M reactions from USPTO patents (1976-2016). Task: Predict the product of the given reaction. (1) Given the reactants [CH2:1]([O:3][C:4](=[O:14])[CH2:5]P(OCC)(OCC)=O)[CH3:2].[H-].[Na+].[Cl:17][C:18]1[CH:40]=[CH:39][C:21]([C:22]([N:24]2[CH2:29][CH2:28][CH:27]([NH:30][C:31]3[CH:38]=[CH:37][C:34]([CH:35]=O)=[CH:33][N:32]=3)[CH2:26][CH2:25]2)=[O:23])=[CH:20][CH:19]=1.C(OCC)(C)=O.O, predict the reaction product. The product is: [Cl:17][C:18]1[CH:19]=[CH:20][C:21]([C:22]([N:24]2[CH2:25][CH2:26][CH:27]([NH:30][C:31]3[N:32]=[CH:33][C:34](/[CH:35]=[CH:5]/[C:4]([O:3][CH2:1][CH3:2])=[O:14])=[CH:37][CH:38]=3)[CH2:28][CH2:29]2)=[O:23])=[CH:39][CH:40]=1. (2) Given the reactants [CH3:1][O:2][C:3]([C:5]1[S:9][C:8](Br)=[N:7][CH:6]=1)=[O:4].[C:11]([S:30][CH2:31][CH2:32][NH2:33])([C:24]1[CH:29]=[CH:28][CH:27]=[CH:26][CH:25]=1)([C:18]1[CH:23]=[CH:22][CH:21]=[CH:20][CH:19]=1)[C:12]1[CH:17]=[CH:16][CH:15]=[CH:14][CH:13]=1.C(N(CC)CC)C, predict the reaction product. The product is: [CH3:1][O:2][C:3]([C:5]1[S:9][C:8]([NH:33][CH2:32][CH2:31][S:30][C:11]([C:18]2[CH:23]=[CH:22][CH:21]=[CH:20][CH:19]=2)([C:12]2[CH:13]=[CH:14][CH:15]=[CH:16][CH:17]=2)[C:24]2[CH:29]=[CH:28][CH:27]=[CH:26][CH:25]=2)=[N:7][CH:6]=1)=[O:4]. (3) Given the reactants [CH:1]1([C:4]2[CH:25]=[CH:24][C:7]([O:8][CH:9]3[CH2:13][CH2:12][N:11]([C:14]4[CH:19]=[CH:18][C:17]([OH:20])=[C:16]([CH2:21][CH3:22])[CH:15]=4)[C:10]3=[O:23])=[CH:6][CH:5]=2)[CH2:3][CH2:2]1.C(=O)([O-])[O-].[K+].[K+].Br[CH2:33][CH2:34][OH:35], predict the reaction product. The product is: [CH:1]1([C:4]2[CH:25]=[CH:24][C:7]([O:8][CH:9]3[CH2:13][CH2:12][N:11]([C:14]4[CH:19]=[CH:18][C:17]([O:20][CH2:33][CH2:34][OH:35])=[C:16]([CH2:21][CH3:22])[CH:15]=4)[C:10]3=[O:23])=[CH:6][CH:5]=2)[CH2:3][CH2:2]1. (4) Given the reactants [N:1]1[CH:6]=[CH:5][C:4]([NH:7][C:8]([C:10]2[C:18]3[C:17]4[CH:19]=[CH:20][CH:21]=[CH:22][C:16]=4[O:15][C:14]=3[C:13]([O:23][CH2:24][CH:25]3[CH2:27][CH2:26]3)=[CH:12][CH:11]=2)=[O:9])=[CH:3][CH:2]=1.ClC1C=CC=C(C(OO)=[O:36])C=1, predict the reaction product. The product is: [N:1]1[CH:2]=[CH:3][C:4]([NH+:7]([O-:36])[C:8]([C:10]2[C:18]3[C:17]4[CH:19]=[CH:20][CH:21]=[CH:22][C:16]=4[O:15][C:14]=3[C:13]([O:23][CH2:24][CH:25]3[CH2:27][CH2:26]3)=[CH:12][CH:11]=2)=[O:9])=[CH:5][CH:6]=1.